Dataset: Full USPTO retrosynthesis dataset with 1.9M reactions from patents (1976-2016). Task: Predict the reactants needed to synthesize the given product. Given the product [CH3:1][C@@H:2]1[CH2:18][CH2:17][CH2:16][C@H:15]([NH:19][C:20](=[O:26])[O:21][C:22]([CH3:25])([CH3:24])[CH3:23])[C:14]2[CH:27]=[C:10]([CH:11]=[CH:12][CH:13]=2)[C:9]2[N:8]([CH2:28][O:29][CH2:30][CH2:31][Si:32]([CH3:35])([CH3:34])[CH3:33])[N:7]=[CH:6][C:5]=2[NH:4][C:3]1=[O:36], predict the reactants needed to synthesize it. The reactants are: [CH3:1][C@H:2]1[C:3](=[O:36])[NH:4][C:5]2[CH:6]=[N:7][N:8]([CH2:28][O:29][CH2:30][CH2:31][Si:32]([CH3:35])([CH3:34])[CH3:33])[C:9]=2[C:10]2[CH:11]=[CH:12][CH:13]=[C:14]([CH:27]=2)[C@@H:15]([NH:19][C:20](=[O:26])[O:21][C:22]([CH3:25])([CH3:24])[CH3:23])[CH2:16][CH:17]=[CH:18]1.